This data is from NCI-60 drug combinations with 297,098 pairs across 59 cell lines. The task is: Regression. Given two drug SMILES strings and cell line genomic features, predict the synergy score measuring deviation from expected non-interaction effect. (1) Synergy scores: CSS=15.4, Synergy_ZIP=-0.447, Synergy_Bliss=1.64, Synergy_Loewe=-1.94, Synergy_HSA=-0.826. Drug 2: N.N.Cl[Pt+2]Cl. Cell line: NCI-H226. Drug 1: CC1C(C(CC(O1)OC2CC(OC(C2O)C)OC3=CC4=CC5=C(C(=O)C(C(C5)C(C(=O)C(C(C)O)O)OC)OC6CC(C(C(O6)C)O)OC7CC(C(C(O7)C)O)OC8CC(C(C(O8)C)O)(C)O)C(=C4C(=C3C)O)O)O)O. (2) Drug 1: C1=CC(=CC=C1CCCC(=O)O)N(CCCl)CCCl. Drug 2: CC1C(C(=O)NC(C(=O)N2CCCC2C(=O)N(CC(=O)N(C(C(=O)O1)C(C)C)C)C)C(C)C)NC(=O)C3=C4C(=C(C=C3)C)OC5=C(C(=O)C(=C(C5=N4)C(=O)NC6C(OC(=O)C(N(C(=O)CN(C(=O)C7CCCN7C(=O)C(NC6=O)C(C)C)C)C)C(C)C)C)N)C. Cell line: MOLT-4. Synergy scores: CSS=81.7, Synergy_ZIP=20.7, Synergy_Bliss=19.8, Synergy_Loewe=20.2, Synergy_HSA=20.7. (3) Drug 1: CS(=O)(=O)C1=CC(=C(C=C1)C(=O)NC2=CC(=C(C=C2)Cl)C3=CC=CC=N3)Cl. Drug 2: CCC1(CC2CC(C3=C(CCN(C2)C1)C4=CC=CC=C4N3)(C5=C(C=C6C(=C5)C78CCN9C7C(C=CC9)(C(C(C8N6C=O)(C(=O)OC)O)OC(=O)C)CC)OC)C(=O)OC)O.OS(=O)(=O)O. Cell line: MCF7. Synergy scores: CSS=42.6, Synergy_ZIP=1.71, Synergy_Bliss=5.34, Synergy_Loewe=-7.49, Synergy_HSA=4.94.